From a dataset of CYP2C9 inhibition data for predicting drug metabolism from PubChem BioAssay. Regression/Classification. Given a drug SMILES string, predict its absorption, distribution, metabolism, or excretion properties. Task type varies by dataset: regression for continuous measurements (e.g., permeability, clearance, half-life) or binary classification for categorical outcomes (e.g., BBB penetration, CYP inhibition). Dataset: cyp2c9_veith. (1) The drug is NC1(C(=O)O)CCC1. The result is 0 (non-inhibitor). (2) The compound is Cc1cc(NCCO)c2ccccc2n1.Cl. The result is 0 (non-inhibitor). (3) The compound is O=C(O)CCC(=O)Nc1ccc2ccccc2c1. The result is 0 (non-inhibitor). (4) The molecule is CC(C)n1nnnc1-c1cc(Cl)cc(Cl)c1. The result is 0 (non-inhibitor). (5) The drug is O=C(CN1C(=O)C2C3C=CC(C3)C2C1=O)Nc1ccc(C(=O)O)cc1. The result is 0 (non-inhibitor). (6) The compound is CN(C)C(=O)c1ccc(-c2nccc(NCc3cccs3)n2)cc1. The result is 0 (non-inhibitor). (7) The compound is CCOC(=O)/C(C(N)=NCCCO)=C(/O)c1ccccc1. The result is 0 (non-inhibitor). (8) The result is 0 (non-inhibitor). The molecule is COC(Cn1c(C)c(C(C)=O)c(C(C)=O)c1C)OC. (9) The molecule is CN[C@@H](CC(C)C)C(=O)N[C@@H]1C(=O)N[C@H](CC(N)=O)C(=O)N[C@@H]2C(=O)N[C@H]3C(=O)N[C@H](C(=O)N[C@H](C(=O)O)c4cc(O)cc(O)c4-c4cc3ccc4O)[C@H](O)c3ccc(c(Cl)c3)Oc3cc2cc(c3O[C@H]2O[C@@H](CO)[C@@H](O)[C@@H](O)[C@@H]2O[C@@H]2C[C@](C)(N)[C@H](O)[C@H](C)O2)Oc2ccc(cc2Cl)[C@@H]1O. The result is 0 (non-inhibitor). (10) The molecule is C/C(CCN1CCc2nc(-c3ccccc3)c(-c3ccccc3)cc2C1)=N\O[C@@H](C)c1cn([C@@H]2COC[C@@H]2O)nn1. The result is 0 (non-inhibitor).